This data is from Forward reaction prediction with 1.9M reactions from USPTO patents (1976-2016). The task is: Predict the product of the given reaction. (1) Given the reactants [CH:1](=O)[C:2]1[CH:7]=[CH:6][CH:5]=[CH:4][CH:3]=1.[NH2:9][CH2:10][CH2:11][NH:12][C@H:13]([C:18]([O:20][C:21]([CH3:24])([CH3:23])[CH3:22])=[O:19])[C:14]([CH3:17])([CH3:16])[CH3:15].C1(C)C=CC=CC=1.[BH4-].[Na+], predict the reaction product. The product is: [CH2:1]([NH:9][CH2:10][CH2:11][NH:12][C@H:13]([C:18]([O:20][C:21]([CH3:24])([CH3:23])[CH3:22])=[O:19])[C:14]([CH3:16])([CH3:17])[CH3:15])[C:2]1[CH:7]=[CH:6][CH:5]=[CH:4][CH:3]=1. (2) Given the reactants [C:1]1([CH2:7][CH2:8][Mg]Cl)[CH:6]=[CH:5][CH:4]=[CH:3][CH:2]=1.[CH3:11][O:12][C:13]1[CH:14]=[C:15]([CH:18]=[CH:19][C:20]=1[O:21][CH3:22])[C:16]#[N:17].N[C@H:24]([C:29]1[CH:34]=[CH:33][CH:32]=[CH:31][CH:30]=1)[C:25]([NH:27][CH3:28])=[O:26].[BH4-].[Na+].[Cl-].[NH4+], predict the reaction product. The product is: [CH3:11][O:12][C:13]1[CH:14]=[C:15]([C@H:16]([NH:17][C@H:24]([C:29]2[CH:34]=[CH:33][CH:32]=[CH:31][CH:30]=2)[C:25]([NH:27][CH3:28])=[O:26])[CH2:8][CH2:7][C:1]2[CH:6]=[CH:5][CH:4]=[CH:3][CH:2]=2)[CH:18]=[CH:19][C:20]=1[O:21][CH3:22]. (3) Given the reactants [Br:1][C:2]1[CH:3]=[CH:4][C:5]([F:9])=[C:6]([CH:8]=1)[NH2:7].[I-].[Na+].C(=O)([O-])[O-].[K+].[K+].Cl[CH2:19][CH2:20][O:21][CH2:22][CH2:23]Cl, predict the reaction product. The product is: [Br:1][C:2]1[CH:3]=[CH:4][C:5]([F:9])=[C:6]([N:7]2[CH2:23][CH2:22][O:21][CH2:20][CH2:19]2)[CH:8]=1. (4) The product is: [CH2:27]([O:26][C:20]([C:21]1[C:3]([CH3:5])=[C:2]([C:1]([O:7][C:8]([CH3:11])([CH3:10])[CH3:9])=[O:6])[NH:16][C:22]=1[CH3:24])=[O:25])[CH3:28]. Given the reactants [C:1]([O:7][C:8]([CH3:11])([CH3:10])[CH3:9])(=[O:6])[CH2:2][C:3]([CH3:5])=O.C(O)(=O)C.[N:16]([O-])=O.[Na+].[C:20]([O:26][CH2:27][CH3:28])(=[O:25])[CH2:21][C:22]([CH3:24])=O, predict the reaction product. (5) Given the reactants [Cl:1][C:2]1([Cl:14])[C:4]([CH3:6])([CH3:5])[CH:3]1[C:7]([O:9]C(C)(C)C)=[O:8].FC(F)(F)C(O)=O.[OH-].[Na+].O, predict the reaction product. The product is: [Cl:1][C:2]1([Cl:14])[C:4]([CH3:6])([CH3:5])[CH:3]1[C:7]([OH:9])=[O:8]. (6) Given the reactants [CH3:1][O:2][C:3]1[CH:4]=[C:5]([C:11]([CH:13]([OH:16])[CH:14]=[CH2:15])=[CH2:12])[CH:6]=[CH:7][C:8]=1[O:9][CH3:10], predict the reaction product. The product is: [CH3:1][O:2][C:3]1[CH:4]=[C:5]([C:11]([C:13](=[O:16])[CH:14]=[CH2:15])=[CH2:12])[CH:6]=[CH:7][C:8]=1[O:9][CH3:10]. (7) Given the reactants CON(C)[C:4]([C:6]1[S:10][C:9]([C:11]2[CH:16]=[CH:15][CH:14]=[CH:13][CH:12]=2)=[N:8][C:7]=1[N:17]1[CH2:22][CH2:21][CH2:20][CH2:19][CH2:18]1)=[O:5].[Li][CH3:25].[Li+].[Br-], predict the reaction product. The product is: [C:11]1([C:9]2[S:10][C:6]([C:4](=[O:5])[CH3:25])=[C:7]([N:17]3[CH2:18][CH2:19][CH2:20][CH2:21][CH2:22]3)[N:8]=2)[CH:12]=[CH:13][CH:14]=[CH:15][CH:16]=1.